Dataset: Forward reaction prediction with 1.9M reactions from USPTO patents (1976-2016). Task: Predict the product of the given reaction. (1) Given the reactants C[O:2][C:3](=[O:37])[CH2:4][CH2:5][NH:6][C:7]([C:9]1[S:10][C:11]([CH:14]([O:18][C:19]2[CH:24]=[C:23]([CH3:25])[C:22]([C:26]3[CH:31]=[CH:30][C:29]([C:32]([F:35])([F:34])[F:33])=[CH:28][CH:27]=3)=[C:21]([CH3:36])[CH:20]=2)[CH:15](C)[CH3:16])=[CH:12][CH:13]=1)=[O:8].[OH-].[Li+].Cl, predict the reaction product. The product is: [CH3:25][C:23]1[CH:24]=[C:19]([O:18][CH:14]([C:11]2[S:10][C:9]([C:7]([NH:6][CH2:5][CH2:4][C:3]([OH:37])=[O:2])=[O:8])=[CH:13][CH:12]=2)[CH2:15][CH3:16])[CH:20]=[C:21]([CH3:36])[C:22]=1[C:26]1[CH:31]=[CH:30][C:29]([C:32]([F:33])([F:34])[F:35])=[CH:28][CH:27]=1. (2) Given the reactants [CH:1]1([C:4]2[N:5]=[C:6]3[C:12]([C:13]([OH:15])=[O:14])=[CH:11][N:10](COCC[Si](C)(C)C)[C:7]3=[N:8][CH:9]=2)[CH2:3][CH2:2]1.FC(F)(F)C(O)=O, predict the reaction product. The product is: [CH:1]1([C:4]2[N:5]=[C:6]3[C:12]([C:13]([OH:15])=[O:14])=[CH:11][NH:10][C:7]3=[N:8][CH:9]=2)[CH2:2][CH2:3]1. (3) Given the reactants [Br:1][C:2]1[CH:3]=[C:4]([CH:15]=[CH:16][CH:17]=1)[O:5][C:6]1[CH:14]=[CH:13][C:9]([C:10](O)=O)=[CH:8][CH:7]=1.[C:18](Cl)(=[O:22])[C:19](Cl)=O.C[N:25]([CH3:28])C=O.[OH2:29].C([N:32]([CH2:35][CH3:36])[CH2:33][CH3:34])C, predict the reaction product. The product is: [Br:1][C:2]1[CH:3]=[C:4]([CH:15]=[CH:16][CH:17]=1)[O:5][C:6]1[CH:14]=[CH:13][C:9]([C:10]2[N:32]([CH:33]3[CH2:34][CH2:16][CH2:17][CH2:2][CH2:3]3)[C:35]3[CH:36]=[CH:8][C:9]([C:13]([O:22][CH2:18][CH3:19])=[O:29])=[CH:10][C:28]=3[N:25]=2)=[CH:8][CH:7]=1. (4) Given the reactants C(NC1N=C2C(N=C(OC)N2CCCC2CCOC2)=C(N)N=1)CCC.FC(F)(F)C(O)=O.[CH2:33]([O:37][C:38]1[NH:39][C:40]([NH2:49])=[C:41]2[C:45]([N:46]=1)=[N:44][C:43]([O:47][CH3:48])=[N:42]2)[CH2:34][CH2:35][CH3:36].Br[CH:51](C)[CH2:52][CH2:53][CH:54]1[CH2:59][CH2:58][O:57][CH2:56][CH2:55]1, predict the reaction product. The product is: [CH2:33]([O:37][C:38]1[N:46]=[C:45]2[C:41]([N:42]=[C:43]([O:47][CH3:48])[N:44]2[CH2:51][CH2:52][CH2:53][CH:54]2[CH2:59][CH2:58][O:57][CH2:56][CH2:55]2)=[C:40]([NH2:49])[N:39]=1)[CH2:34][CH2:35][CH3:36]. (5) Given the reactants C([Li])CCC.[C:6]([Si:8]([CH3:11])([CH3:10])[CH3:9])#[CH:7].[CH:12](=[O:21])[CH2:13][CH2:14][C:15]1[CH:20]=[CH:19][CH:18]=[CH:17][CH:16]=1, predict the reaction product. The product is: [C:15]1([CH2:14][CH2:13][CH:12]([OH:21])[C:7]#[C:6][Si:8]([CH3:11])([CH3:10])[CH3:9])[CH:20]=[CH:19][CH:18]=[CH:17][CH:16]=1.